Task: Predict the product of the given reaction.. Dataset: Forward reaction prediction with 1.9M reactions from USPTO patents (1976-2016) (1) Given the reactants [OH-].[Na+].C([O:6][CH2:7][C:8]1[N:9]=[C:10]([C:13]([O:15]CC)=[O:14])[S:11][CH:12]=1)(=O)C, predict the reaction product. The product is: [OH:6][CH2:7][C:8]1[N:9]=[C:10]([C:13]([OH:15])=[O:14])[S:11][CH:12]=1. (2) Given the reactants Cl[C:2]1[N:7]2[N:8]=[C:9]([C:11]3[CH:16]=[CH:15][CH:14]=[CH:13][CH:12]=3)[N:10]=[C:6]2[N:5]=[C:4]([CH3:17])[C:3]=1[CH2:18][C:19]([O:21][CH3:22])=[O:20].CC[N:25]([CH:29]([CH3:31])C)[CH:26]([CH3:28])C.CN1C(=O)[CH2:36][CH2:35][CH2:34]1, predict the reaction product. The product is: [CH3:34][C:35]1([CH3:36])[CH2:28][CH2:26][N:25]([C:2]2[N:7]3[N:8]=[C:9]([C:11]4[CH:16]=[CH:15][CH:14]=[CH:13][CH:12]=4)[N:10]=[C:6]3[N:5]=[C:4]([CH3:17])[C:3]=2[CH2:18][C:19]([O:21][CH3:22])=[O:20])[CH2:29][CH2:31]1.